From a dataset of Full USPTO retrosynthesis dataset with 1.9M reactions from patents (1976-2016). Predict the reactants needed to synthesize the given product. (1) Given the product [Cl:1][C:2]1[C:3]([CH3:24])=[C:4]([CH2:8][N:9]2[C:10]3[N:11]=[C:12]([N:18]4[CH2:19][CH2:20][O:21][CH2:22][CH2:23]4)[S:13][C:14]=3[C:15](=[O:16])[N:17]=[C:30]2[CH:26]2[CH2:27][CH2:28][CH2:29][O:25]2)[CH:5]=[CH:6][CH:7]=1, predict the reactants needed to synthesize it. The reactants are: [Cl:1][C:2]1[C:3]([CH3:24])=[C:4]([CH2:8][NH:9][C:10]2[N:11]=[C:12]([N:18]3[CH2:23][CH2:22][O:21][CH2:20][CH2:19]3)[S:13][C:14]=2[C:15]([NH2:17])=[O:16])[CH:5]=[CH:6][CH:7]=1.[O:25]1[CH2:29][CH2:28][CH2:27][CH:26]1[C:30](Cl)=O. (2) Given the product [Br:1][C:2]1[CH:10]=[CH:9][C:8]([F:11])=[CH:7][C:3]=1[CH2:4][CH2:5][Cl:19], predict the reactants needed to synthesize it. The reactants are: [Br:1][C:2]1[CH:10]=[CH:9][C:8]([F:11])=[CH:7][C:3]=1[CH2:4][CH2:5]O.CN(C)C=O.S(Cl)([Cl:19])=O. (3) The reactants are: [C:1]([C:4]1[CH:11]=[CH:10][C:7]([CH:8]=O)=[CH:6][CH:5]=1)([OH:3])=[O:2].[N:12]1[CH:17]=[CH:16][C:15]([CH3:18])=[CH:14][CH:13]=1. Given the product [N:12]1[CH:17]=[CH:16][C:15](/[CH:18]=[CH:8]/[C:7]2[CH:10]=[CH:11][C:4]([C:1]([OH:3])=[O:2])=[CH:5][CH:6]=2)=[CH:14][CH:13]=1, predict the reactants needed to synthesize it. (4) Given the product [CH3:1][N:2]([C:9]1[CH:14]=[CH:13][CH:12]=[CH:11][CH:10]=1)[CH2:3][CH2:4][OH:5], predict the reactants needed to synthesize it. The reactants are: [CH3:1][N:2]([C:9]1[CH:14]=[CH:13][CH:12]=[CH:11][CH:10]=1)[CH2:3][C:4](OCC)=[O:5].CN(C1C=CC(C(O)(C(F)(F)F)C(F)(F)F)=CC=1)CC(OCC)=O. (5) Given the product [Br:18][C:19]1[CH:28]=[CH:27][CH:26]=[C:25]2[C:20]=1[CH2:21][CH2:22][N:23]([S:12]([NH:11][C:7]1[S:6][CH:10]=[CH:9][N:8]=1)(=[O:14])=[O:13])[CH2:24]2, predict the reactants needed to synthesize it. The reactants are: N1C=CN=C1.[S:6]1[CH:10]=[CH:9][N:8]=[C:7]1[NH2:11].[S:12](Cl)(Cl)(=[O:14])=[O:13].Cl.[Br:18][C:19]1[CH:28]=[CH:27][CH:26]=[C:25]2[C:20]=1[CH2:21][CH2:22][NH:23][CH2:24]2.C(N(CC)CC)C.C(O)(=O)CC(CC(O)=O)(C(O)=O)O. (6) Given the product [F:1][C:2]1[CH:9]=[C:8]([O:10][CH3:11])[CH:7]=[CH:6][C:3]=1/[CH:4]=[CH:20]/[N+:17]([O-:19])=[O:18], predict the reactants needed to synthesize it. The reactants are: [F:1][C:2]1[CH:9]=[C:8]([O:10][CH3:11])[CH:7]=[CH:6][C:3]=1[CH:4]=O.C([O-])(=O)C.[NH4+].[N+:17]([CH3:20])([O-:19])=[O:18]. (7) Given the product [N:1]1[CH:2]=[CH:3][N:4]2[CH:9]=[CH:8][CH:7]=[C:6]([C:10]([N:16]3[CH2:15][CH2:14][N:13]([C:19]([O:21][C:22]([CH3:25])([CH3:24])[CH3:23])=[O:20])[CH2:18][CH2:17]3)=[O:11])[C:5]=12, predict the reactants needed to synthesize it. The reactants are: [N:1]1[CH:2]=[CH:3][N:4]2[CH:9]=[CH:8][CH:7]=[C:6]([C:10](Cl)=[O:11])[C:5]=12.[N:13]1([C:19]([O:21][C:22]([CH3:25])([CH3:24])[CH3:23])=[O:20])[CH2:18][CH2:17][NH:16][CH2:15][CH2:14]1.C(N(CC)CC)C. (8) Given the product [C:27]([C:24]1[CH:23]=[C:22]([C:20]2[NH:1][C:2]3[C:3]([N:19]=2)=[N:4][C:5]([C:9]2[CH:14]=[CH:13][CH:12]=[CH:11][C:10]=2[C:15]([F:18])([F:17])[F:16])=[CH:6][C:7]=3[Cl:8])[O:26][N:25]=1)([CH3:30])([CH3:29])[CH3:28], predict the reactants needed to synthesize it. The reactants are: [NH2:1][C:2]1[C:3]([NH:19][C:20]([C:22]2[O:26][N:25]=[C:24]([C:27]([CH3:30])([CH3:29])[CH3:28])[CH:23]=2)=O)=[N:4][C:5]([C:9]2[CH:14]=[CH:13][CH:12]=[CH:11][C:10]=2[C:15]([F:18])([F:17])[F:16])=[CH:6][C:7]=1[Cl:8].C12(CS(O)(=O)=O)C(C)(C)C(CC1)CC2=O.